Binary Classification. Given a miRNA mature sequence and a target amino acid sequence, predict their likelihood of interaction. From a dataset of Experimentally validated miRNA-target interactions with 360,000+ pairs, plus equal number of negative samples. (1) The miRNA is hsa-miR-466 with sequence AUACACAUACACGCAACACACAU. The protein sequence of the target gene is MPGIDKLPIEETLEDSPQTRSLLGVFEEDATAISNYMNQLYQAMHRIYDAQNELSAATHLTSKLLKEYEKQRFPLGGDDEVMSSTLQQFSKVIDELSSCHAVLSTQLADAMMFPITQFKERDLKEILTLKEVFQIASNDHDAAINRYSRLSKKRENDKVKYEVTEDVYTSRKKQHQTMMHYFCALNTLQYKKKIALLEPLLGYMQAQISFFKMGSENLNEQLEEFLANIGTSVQNVRREMDSDIETMQQTIEDLEVASDPLYVPDPDPTKFPVNRNLTRKAGYLNARNKTGLVSSTWDRQ.... Result: 0 (no interaction). (2) The miRNA is hsa-miR-506-5p with sequence UAUUCAGGAAGGUGUUACUUAA. The protein sequence of the target gene is MASTGLQILGIVLTLLGWVNALVSCALPMWKVTAFIGNSIVVAQMVWEGLWMSCVVQSTGQMQCKVYDSLLALPQDLQAARALCVVTLLIVLLGLLVYLAGAKCTTCVEDRNSKSRLVLISGIIFVISGVLTLIPVCWTAHSIIQDFYNPLVADAQKRELGASLYLGWAASGLLLLGGGLLCCACSSGGTQGPRHYMACYSTSVPHSRGPSEYPTKNYV. Result: 0 (no interaction). (3) The miRNA is hsa-miR-21-5p with sequence UAGCUUAUCAGACUGAUGUUGA. The protein sequence of the target gene is MPSETPQAEVGPTGCPHRSGPHSAKGSLEKGSPEDKEAKEPLWIRPDAPSRCTWQLGRPASESPHHHTAPAKSPKILPDILKKIGDTPMVRINKIGKKFGLKCELLAKCEFFNAGGSVKDRISLRMIEDAERDGTLKPGDTIIEPTSGNTGIGLALAAAVRGYRCIIVMPEKMSSEKVDVLRALGAEIVRTPTNARFDSPESHVGVAWRLKNEIPNSHILDQYRNASNPLAHYDTTADEILQQCDGKLDMLVASVGTGGTITGIARKLKEKCPGCRIIGVDPEGSILAEPEELNQTEQTT.... Result: 0 (no interaction). (4) The miRNA is rno-miR-382-5p with sequence GAAGUUGUUCGUGGUGGAUUCG. The protein sequence of the target gene is MIEMAAEKEPFLVPAPPPPLKDESGGGGGPTVPPHQEAASGELRGGTERGPGRCAPSAGSPAAAVGRESPGAAATSSSGPQAQQHRGGGPQAQSHGEARLSDPPGRAAPPDVGEERRGGGGTELGPPAPPRPRNGYQPHRPPGGGGGKRRNSCNVGGGGGGFKHPAFKRRRRVNSDCDSVLPSNFLLGGNIFDPLNLNSLLDEEVSRTLNAETPKSSPLPAKGRDPVEILIPKDITDPLSLNTCTDEGHVVLASPLKTGRKRHRHRGQHHQQQQAAGGSESHPVPPTAPLTPLLHGEGAS.... Result: 0 (no interaction). (5) The miRNA is hsa-miR-4706 with sequence AGCGGGGAGGAAGUGGGCGCUGCUU. The protein sequence of the target gene is MTAGGQAEAEGAGGEPGAARLPSRVARLLSALFYGTCSFLIVLVNKALLTTYGFPSPIFLGIGQMAATIMILYVSKLNKIIHFPDFDKKIPVKLFPLPLLYVGNHISGLSSTSKLSLPMFTVLRKFTIPLTLLLETIILGKQYSLNIILSVFAIILGAFIAAGSDLAFNLEGYIFVFLNDIFTAANGVYTKQKMDPKELGKYGVLFYNACFMIIPTLIISVSTGDLQQATEFNQWKNVVFILQFLLSCFLGFLLMYSTVLCSYYNSALTTAVVGAIKNVSVAYIGILIGGDYIFSLLNFV.... Result: 0 (no interaction).